This data is from Catalyst prediction with 721,799 reactions and 888 catalyst types from USPTO. The task is: Predict which catalyst facilitates the given reaction. (1) Reactant: [Li]CCCC.Br[C:7]1[N:11]([CH3:12])[C:10]([CH3:13])=[N:9][CH:8]=1.[Cl:14][C:15]1[C:24]2[C:19](=[CH:20][CH:21]=[C:22]([C:25]([C:27]3[N:31]([CH3:32])[C:30]([CH3:33])=[N:29][CH:28]=3)=[O:26])[CH:23]=2)[N:18]=[C:17]([O:34][CH3:35])[C:16]=1[CH2:36][N:37]1[CH2:40][CH:39]([C:41]([F:44])([F:43])[F:42])[CH2:38]1. Product: [Cl:14][C:15]1[C:24]2[C:19](=[CH:20][CH:21]=[C:22]([C:25]([C:27]3[N:31]([CH3:32])[C:30]([CH3:33])=[N:29][CH:28]=3)([C:7]3[N:11]([CH3:12])[C:10]([CH3:13])=[N:9][CH:8]=3)[OH:26])[CH:23]=2)[N:18]=[C:17]([O:34][CH3:35])[C:16]=1[CH2:36][N:37]1[CH2:40][CH:39]([C:41]([F:42])([F:43])[F:44])[CH2:38]1. The catalyst class is: 1. (2) Reactant: [N:1]([CH2:4][C:5]1[CH:6]=[C:7]([C:11]2([CH3:16])[O:15][CH2:14][CH2:13][O:12]2)[CH:8]=[CH:9][CH:10]=1)=[N+]=[N-]. Product: [CH3:16][C:11]1([C:7]2[CH:6]=[C:5]([CH2:4][NH2:1])[CH:10]=[CH:9][CH:8]=2)[O:12][CH2:13][CH2:14][O:15]1. The catalyst class is: 19. (3) Reactant: [CH2:1]([O:8][C:9]([N:11]([CH2:24][C:25]1[CH:34]=[CH:33][C:28]([C:29]([O:31]C)=[O:30])=[CH:27][CH:26]=1)[CH2:12][CH2:13][CH2:14][CH2:15][NH:16][C:17]([O:19][C:20]([CH3:23])([CH3:22])[CH3:21])=[O:18])=[O:10])[C:2]1[CH:7]=[CH:6][CH:5]=[CH:4][CH:3]=1.[OH-].[Na+]. Product: [CH2:1]([O:8][C:9]([N:11]([CH2:24][C:25]1[CH:26]=[CH:27][C:28]([C:29]([OH:31])=[O:30])=[CH:33][CH:34]=1)[CH2:12][CH2:13][CH2:14][CH2:15][NH:16][C:17]([O:19][C:20]([CH3:23])([CH3:22])[CH3:21])=[O:18])=[O:10])[C:2]1[CH:3]=[CH:4][CH:5]=[CH:6][CH:7]=1. The catalyst class is: 5. (4) Reactant: [NH:1]1[C:5](=[O:6])[CH2:4][N:3]2[C:7](=[O:10])[CH2:8][CH2:9][CH:2]12.C([O-])([O-])=O.[K+].[K+].I[C:18]1[CH:23]=[CH:22][CH:21]=[CH:20][CH:19]=1.C(OCC)(=O)C. Product: [C:18]1([N:1]2[C:5](=[O:6])[CH2:4][N:3]3[C:7](=[O:10])[CH2:8][CH2:9][CH:2]23)[CH:23]=[CH:22][CH:21]=[CH:20][CH:19]=1. The catalyst class is: 60. (5) Reactant: Br[C:2]1[S:6][C:5]([C:7]([N:9]([CH2:11][CH2:12][C:13]2[CH:18]=[CH:17][CH:16]=[C:15]([O:19][CH3:20])[CH:14]=2)[CH3:10])=[O:8])=[CH:4][CH:3]=1.[CH3:21][O:22][C:23]1[CH:24]=[C:25](B(O)O)[CH:26]=[CH:27][CH:28]=1. Product: [CH3:20][O:19][C:15]1[CH:14]=[C:13]([CH:18]=[CH:17][CH:16]=1)[CH2:12][CH2:11][N:9]([CH3:10])[C:7]([C:5]1[S:6][C:2]([C:27]2[CH:26]=[CH:25][CH:24]=[C:23]([O:22][CH3:21])[CH:28]=2)=[CH:3][CH:4]=1)=[O:8]. The catalyst class is: 492. (6) Reactant: CC(OI1(OC(C)=O)(OC(C)=O)OC(=O)C2C1=CC=CC=2)=O.[Cl:23][C:24]1[CH:25]=[C:26]2[C:30](=[CH:31][CH:32]=1)[N:29]([CH3:33])[C:28]([C:34]1[CH:39]=[CH:38][C:37]([Cl:40])=[CH:36][CH:35]=1)=[C:27]2[CH2:41][CH:42]([OH:58])[CH2:43][N:44]1[CH2:49][CH2:48][C:47]([CH2:51][C:52]2[CH:57]=[CH:56][CH:55]=[CH:54][CH:53]=2)([OH:50])[CH2:46][CH2:45]1.C(=O)([O-])[O-].[Na+].[Na+].O. Product: [Cl:23][C:24]1[CH:25]=[C:26]2[C:30](=[CH:31][CH:32]=1)[N:29]([CH3:33])[C:28]([C:34]1[CH:35]=[CH:36][C:37]([Cl:40])=[CH:38][CH:39]=1)=[C:27]2[CH2:41][C:42](=[O:58])[CH2:43][N:44]1[CH2:49][CH2:48][C:47]([CH2:51][C:52]2[CH:53]=[CH:54][CH:55]=[CH:56][CH:57]=2)([OH:50])[CH2:46][CH2:45]1. The catalyst class is: 4.